Dataset: Peptide-MHC class I binding affinity with 185,985 pairs from IEDB/IMGT. Task: Regression. Given a peptide amino acid sequence and an MHC pseudo amino acid sequence, predict their binding affinity value. This is MHC class I binding data. (1) The peptide sequence is ATFRDMLLNV. The MHC is HLA-A02:03 with pseudo-sequence HLA-A02:03. The binding affinity (normalized) is 1.00. (2) The peptide sequence is KFNPMKTYI. The MHC is HLA-A02:02 with pseudo-sequence HLA-A02:02. The binding affinity (normalized) is 0.169. (3) The peptide sequence is MLEGETKLY. The MHC is HLA-A68:01 with pseudo-sequence HLA-A68:01. The binding affinity (normalized) is 0.0995. (4) The peptide sequence is FQYYGIDWV. The MHC is HLA-A02:50 with pseudo-sequence HLA-A02:50. The binding affinity (normalized) is 1.00. (5) The peptide sequence is DIFREIASSM. The MHC is HLA-A68:02 with pseudo-sequence HLA-A68:02. The binding affinity (normalized) is 0.314. (6) The peptide sequence is YTTTGASRN. The MHC is Mamu-A02 with pseudo-sequence Mamu-A02. The binding affinity (normalized) is 0.411. (7) The peptide sequence is FMYSDFHFI. The MHC is HLA-A24:02 with pseudo-sequence HLA-A24:02. The binding affinity (normalized) is 0.630. (8) The peptide sequence is FIDVHIPKFK. The MHC is HLA-A03:01 with pseudo-sequence HLA-A03:01. The binding affinity (normalized) is 0.356.